Dataset: Forward reaction prediction with 1.9M reactions from USPTO patents (1976-2016). Task: Predict the product of the given reaction. (1) Given the reactants [NH:1]1CCCCC1.[F:7][C:8]([F:20])([C:14]1[CH:19]=[CH:18][CH:17]=[CH:16][N:15]=1)[C:9]([O:11][CH2:12][CH3:13])=[O:10], predict the reaction product. The product is: [F:7][C:8]([F:20])([C:14]1[N:15]=[N:1][C:17]([CH3:16])=[CH:18][CH:19]=1)[C:9]([O:11][CH2:12][CH3:13])=[O:10]. (2) The product is: [CH3:1][N:2]1[C:7](=[O:8])[C:6]2[N:9]=[CH:10][N:11]([C:12]([O:14][C:15]([CH3:18])([CH3:17])[CH3:16])=[O:13])[C:5]=2[CH:4]=[N:3]1. Given the reactants [CH3:1][N:2]1[C:7](=[O:8])[C:6]2[NH:9][CH:10]=[N:11][C:5]=2[CH:4]=[N:3]1.[C:12](O[C:12]([O:14][C:15]([CH3:18])([CH3:17])[CH3:16])=[O:13])([O:14][C:15]([CH3:18])([CH3:17])[CH3:16])=[O:13].O1CCCC1, predict the reaction product. (3) Given the reactants [O:1]1[CH2:6][CH2:5][CH2:4][CH2:3][CH:2]1[C:7]([OH:9])=O.C(Cl)(=O)C([Cl:13])=O, predict the reaction product. The product is: [O:1]1[CH2:6][CH2:5][CH2:4][CH2:3][CH:2]1[C:7]([Cl:13])=[O:9]. (4) The product is: [CH2:11]1[O:12][C:13]2([CH2:18][CH2:17][C:16]([OH:19])([C:3]3[CH:8]=[CH:7][C:6]([F:9])=[CH:5][CH:4]=3)[CH2:15][CH2:14]2)[O:20][CH2:10]1. Given the reactants [Mg].Br[C:3]1[CH:8]=[CH:7][C:6]([F:9])=[CH:5][CH:4]=1.[CH2:10]1[O:20][C:13]2([CH2:18][CH2:17][C:16](=[O:19])[CH2:15][CH2:14]2)[O:12][CH2:11]1, predict the reaction product. (5) Given the reactants [NH2:1][CH2:2][C:3]1[CH:4]=[C:5]2[C:9](=[C:10]([CH3:12])[CH:11]=1)[C:8](=[O:13])[N:7]([CH2:14][C:15]1[CH:20]=[CH:19][C:18]([O:21][C:22]([F:25])([F:24])[F:23])=[CH:17][CH:16]=1)[CH2:6]2.Cl[CH2:27][CH2:28][N:29]([CH2:31][CH2:32]Cl)[CH3:30].C([O-])([O-])=O.[K+].[K+], predict the reaction product. The product is: [CH3:12][C:10]1[CH:11]=[C:3]([CH2:2][N:1]2[CH2:32][CH2:31][N:29]([CH3:30])[CH2:28][CH2:27]2)[CH:4]=[C:5]2[C:9]=1[C:8](=[O:13])[N:7]([CH2:14][C:15]1[CH:20]=[CH:19][C:18]([O:21][C:22]([F:25])([F:23])[F:24])=[CH:17][CH:16]=1)[CH2:6]2. (6) Given the reactants [S:1]1[CH:5]=[CH:4][C:3]2[C:6]([C:10](=O)[CH2:11][Cl:12])=[CH:7][CH:8]=[CH:9][C:2]1=2.[NH:14]1[CH2:18][CH2:17][NH:16][C:15]1=[S:19].C(O)C, predict the reaction product. The product is: [ClH:12].[S:1]1[CH:5]=[CH:4][C:3]2[C:6]([C:10]3[N:16]4[CH2:17][CH2:18][N:14]=[C:15]4[S:19][CH:11]=3)=[CH:7][CH:8]=[CH:9][C:2]1=2. (7) Given the reactants [H-].[Na+:2].[CH3:3][C:4]([CH3:33])([CH3:32])[C:5]#[C:6][C:7]1[S:11][C:10]([C:12]([OH:14])=[O:13])=[C:9]([N:15]([CH:25]2[CH2:30][CH2:29][CH:28]([OH:31])[CH2:27][CH2:26]2)[C:16]([CH:18]2[CH2:23][CH2:22][CH:21]([CH3:24])[CH2:20][CH2:19]2)=[O:17])[CH:8]=1.Cl[C:35]1[CH:40]=[C:39]([C:41]([N:43]2[CH2:47][CH2:46][CH2:45][CH2:44]2)=[O:42])[CH:38]=[CH:37][N:36]=1.[OH-].[Na+], predict the reaction product. The product is: [CH3:33][C:4]([CH3:32])([CH3:3])[C:5]#[C:6][C:7]1[S:11][C:10]([C:12]([O-:14])=[O:13])=[C:9]([N:15]([CH:25]2[CH2:30][CH2:29][CH:28]([O:31][C:37]3[CH:38]=[C:39]([C:41]([N:43]4[CH2:47][CH2:46][CH2:45][CH2:44]4)=[O:42])[CH:40]=[CH:35][N:36]=3)[CH2:27][CH2:26]2)[C:16]([CH:18]2[CH2:23][CH2:22][CH:21]([CH3:24])[CH2:20][CH2:19]2)=[O:17])[CH:8]=1.[Na+:2]. (8) Given the reactants [NH:1]1[C:5]2[CH:6]=[CH:7][CH:8]=[CH:9][C:4]=2[CH2:3][S:2]1(=[O:11])=[O:10].[C:12](=O)([O-])[O-].[K+].[K+].IC, predict the reaction product. The product is: [CH3:12][N:1]1[C:5]2[CH:6]=[CH:7][CH:8]=[CH:9][C:4]=2[CH2:3][S:2]1(=[O:10])=[O:11]. (9) Given the reactants C1(C2CCN(CC[CH2:15][CH2:16][CH2:17][CH2:18][N:19]3[C:27](=[O:28])[C:26]4[C:21](=[CH:22][CH:23]=[CH:24][CH:25]=4)[C:20]3=[O:29])CC2)C=CC=CC=1.O=C1C2C(=CC=CC=2)C(=O)N1CCCCC[N:46]1[CH2:51][CH2:50][CH:49]([C:52]2[CH:53]=[C:54]([NH:58][C:59](=[O:63])[CH:60]([CH3:62])[CH3:61])[CH:55]=[CH:56][CH:57]=2)[CH2:48][CH2:47]1, predict the reaction product. The product is: [O:29]=[C:20]1[C:21]2[C:26](=[CH:25][CH:24]=[CH:23][CH:22]=2)[C:27](=[O:28])[N:19]1[CH2:18][CH2:17][CH2:16][CH2:15][N:46]1[CH2:51][CH2:50][CH:49]([C:52]2[CH:53]=[C:54]([NH:58][C:59](=[O:63])[CH:60]([CH3:62])[CH3:61])[CH:55]=[CH:56][CH:57]=2)[CH2:48][CH2:47]1.